Dataset: Forward reaction prediction with 1.9M reactions from USPTO patents (1976-2016). Task: Predict the product of the given reaction. (1) Given the reactants [Cl:1][C:2]1[CH:3]=[CH:4][CH:5]=[C:6]2[C:11]=1[N:10]=[C:9]([C:12]1[CH:17]=[CH:16][CH:15]=[CH:14][C:13]=1[Cl:18])[C:8]([CH2:19]Cl)=[CH:7]2.Cl.[NH2:22][C:23]1[CH:28]=[C:27]([NH2:29])[N:26]=[CH:25][N:24]=1.CCN(C(C)C)C(C)C, predict the reaction product. The product is: [Cl:1][C:2]1[CH:3]=[CH:4][CH:5]=[C:6]2[C:11]=1[N:10]=[C:9]([C:12]1[CH:17]=[CH:16][CH:15]=[CH:14][C:13]=1[Cl:18])[C:8]([CH2:19][NH:22][C:23]1[CH:28]=[C:27]([NH2:29])[N:26]=[CH:25][N:24]=1)=[CH:7]2. (2) Given the reactants [CH2:1]([O:3][C:4](=[O:14])[C:5]1[CH:10]=[C:9]([OH:11])[C:8]([OH:12])=[C:7]([OH:13])[CH:6]=1)[CH3:2].Br[CH2:16][CH2:17]Br, predict the reaction product. The product is: [CH2:1]([O:3][C:4]([C:5]1[CH:10]=[C:9]([OH:11])[C:8]2[O:12][CH2:16][CH2:17][O:13][C:7]=2[CH:6]=1)=[O:14])[CH3:2]. (3) The product is: [ClH:1].[N:2]12[CH2:11][CH:6]3[CH2:7][CH:8]([CH2:10][CH:4]([C@H:5]3[NH:12][C:23]([C:14]3[CH:15]=[CH:16][C:17]4[C:22](=[CH:21][CH:20]=[CH:19][CH:18]=4)[CH:13]=3)=[O:24])[CH2:3]1)[CH2:9]2. Given the reactants [ClH:1].[N:2]12[CH2:11][CH:6]3[CH2:7][CH:8]([CH2:10][CH:4]([C@H:5]3[NH2:12])[CH2:3]1)[CH2:9]2.[CH:13]1[C:22]2[C:17](=[CH:18][CH:19]=[CH:20][CH:21]=2)[CH:16]=[CH:15][C:14]=1[C:23](O)=[O:24].N, predict the reaction product. (4) The product is: [CH:9]([O:8][C:3]1[CH:4]=[CH:5][CH:6]=[CH:7][C:2]=1[N:12]1[CH2:18][CH2:17][CH2:16][N:15]([C:87]([O:86][C:83]([CH3:85])([CH3:84])[CH3:82])=[O:88])[CH2:14][CH2:13]1)([CH3:11])[CH3:10]. Given the reactants Br[C:2]1[CH:7]=[CH:6][CH:5]=[CH:4][C:3]=1[O:8][CH:9]([CH3:11])[CH3:10].[NH:12]1[CH2:18][CH2:17][CH2:16][NH:15][CH2:14][CH2:13]1.C1C=CC(P(C2C(C3C(P(C4C=CC=CC=4)C4C=CC=CC=4)=CC=C4C=3C=CC=C4)=C3C(C=CC=C3)=CC=2)C2C=CC=CC=2)=CC=1.C1CCN2C(=NCCC2)CC1.CC([O-])(C)C.[Na+].[CH3:82][C:83]([O:86][C:87](O[C:87]([O:86][C:83]([CH3:85])([CH3:84])[CH3:82])=[O:88])=[O:88])([CH3:85])[CH3:84], predict the reaction product. (5) Given the reactants [CH3:1][C:2]1[CH:7]=[CH:6][CH:5]=[CH:4][C:3]=1[NH:8][C:9]1[O:10][C:11]2[CH:17]=[C:16]([CH2:18][C:19]([OH:21])=O)[CH:15]=[CH:14][C:12]=2[N:13]=1.[O:22]([C@@H:29]1[CH2:33][NH:32][C@H:31]([CH2:34][O:35][C:36]2[CH:45]=[CH:44][C:39]([C:40]([O:42]C)=[O:41])=[CH:38][CH:37]=2)[CH2:30]1)C1C=CC=CC=1.CCN=C=NCCCN(C)C.Cl.[CH:58]1[CH:59]=[CH:60][C:61]2N(O)N=N[C:62]=2[CH:63]=1.C(N(CC)CC)C, predict the reaction product. The product is: [CH3:1][C:2]1[CH:7]=[CH:6][CH:5]=[CH:4][C:3]=1[NH:8][C:9]1[O:10][C:11]2[CH:17]=[C:16]([CH2:18][C:19]([N:32]3[CH2:33][C@@H:29]([O:22][C:58]4[CH:59]=[CH:60][CH:61]=[CH:62][CH:63]=4)[CH2:30][C@H:31]3[CH2:34][O:35][C:36]3[CH:45]=[CH:44][C:39]([C:40]([OH:42])=[O:41])=[CH:38][CH:37]=3)=[O:21])[CH:15]=[CH:14][C:12]=2[N:13]=1. (6) Given the reactants [CH3:1][S:2](Cl)(=[O:4])=[O:3].Cl.[Cl:7][C:8]1[CH:9]=[N:10][C:11]([C:14]2[CH:28]=[CH:27][C:17]([O:18][CH2:19][C@H:20]3[CH2:25][CH2:24][O:23][CH2:22][C@@H:21]3[NH2:26])=[CH:16][CH:15]=2)=[N:12][CH:13]=1.C(N(CC)CC)C, predict the reaction product. The product is: [Cl:7][C:8]1[CH:9]=[N:10][C:11]([C:14]2[CH:15]=[CH:16][C:17]([O:18][CH2:19][C@H:20]3[CH2:25][CH2:24][O:23][CH2:22][C@@H:21]3[NH:26][S:2]([CH3:1])(=[O:4])=[O:3])=[CH:27][CH:28]=2)=[N:12][CH:13]=1. (7) Given the reactants [CH3:1][C:2]1[CH:7]=[CH:6][C:5]([C:8]2[O:9][C:10]([CH3:13])=[N:11][N:12]=2)=[CH:4][C:3]=1[C:14]1[CH:19]=[CH:18][C:17]([C:20](O)=[O:21])=[CH:16][CH:15]=1.[NH2:23][C:24]1[CH:25]=[C:26]([CH:32]=[CH:33][CH:34]=1)[CH2:27][NH:28][C:29](=[O:31])[CH3:30], predict the reaction product. The product is: [C:29]([NH:28][CH2:27][C:26]1[CH:25]=[C:24]([NH:23][C:20]([C:17]2[CH:18]=[CH:19][C:14]([C:3]3[CH:4]=[C:5]([C:8]4[O:9][C:10]([CH3:13])=[N:11][N:12]=4)[CH:6]=[CH:7][C:2]=3[CH3:1])=[CH:15][CH:16]=2)=[O:21])[CH:34]=[CH:33][CH:32]=1)(=[O:31])[CH3:30].